This data is from Full USPTO retrosynthesis dataset with 1.9M reactions from patents (1976-2016). The task is: Predict the reactants needed to synthesize the given product. (1) Given the product [Cl:1][C:2]1[CH:3]=[C:4]([C@H:8]2[CH:29]=[CH:30][S:18][NH:17][C@@H:9]2[C:10]2[CH:11]=[CH:12][C:13]([Cl:16])=[CH:14][CH:15]=2)[CH:5]=[CH:6][CH:7]=1, predict the reactants needed to synthesize it. The reactants are: [Cl:1][C:2]1[CH:3]=[C:4]([C@@H:8]([CH:29]=[CH2:30])[C@H:9]([NH:17][S:18](/C=C/C2C=CC=CC=2)(=O)=O)[C:10]2[CH:15]=[CH:14][C:13]([Cl:16])=[CH:12][CH:11]=2)[CH:5]=[CH:6][CH:7]=1.C(Cl)Cl. (2) The reactants are: [OH-:1].[Na+].Cl.[NH2:4]O.[CH:6]([C:8]1[N:13]=[C:12]([NH:14][C:15](=[O:20])[C:16]([CH3:19])([CH3:18])[CH3:17])[CH:11]=[CH:10][CH:9]=1)=O. Given the product [OH:1][N:4]=[CH:6][C:8]1[N:13]=[C:12]([NH:14][C:15](=[O:20])[C:16]([CH3:19])([CH3:18])[CH3:17])[CH:11]=[CH:10][CH:9]=1, predict the reactants needed to synthesize it. (3) Given the product [CH3:2][O:3][C:4](=[O:18])[C@H:5]([CH2:7][C:8]1[C:16]2[C:11](=[CH:12][CH:13]=[C:14]([F:17])[CH:15]=2)[NH:10][CH:9]=1)[NH2:6], predict the reactants needed to synthesize it. The reactants are: Cl.[CH3:2][O:3][C:4](=[O:18])[C@H:5]([CH2:7][C:8]1[C:16]2[C:11](=[CH:12][CH:13]=[C:14]([F:17])[CH:15]=2)[NH:10][CH:9]=1)[NH2:6].N. (4) Given the product [CH2:22]([N:29]([C@@H:8]1[CH2:7][C@H:6]2[C@:5]([C:12]3[CH:17]=[CH:16][C:15]([O:18][CH3:19])=[C:14]([O:20][CH3:21])[CH:13]=3)([CH2:4][CH2:3][N:2]2[CH3:1])[CH2:11][CH2:10]1)[C:44]([NH:43][C:38]1[CH:39]=[CH:40][C:41]([Cl:42])=[C:36]([C:35]([F:46])([F:34])[F:47])[CH:37]=1)=[O:45])[C:23]1[CH:28]=[CH:27][CH:26]=[CH:25][CH:24]=1, predict the reactants needed to synthesize it. The reactants are: [CH3:1][N:2]1[C@H:6]2[CH2:7][C:8]([CH2:10][CH2:11][C@@:5]2([C:12]2[CH:17]=[CH:16][C:15]([O:18][CH3:19])=[C:14]([O:20][CH3:21])[CH:13]=2)[CH2:4][CH2:3]1)=O.[CH2:22]([NH2:29])[C:23]1[CH:28]=[CH:27][CH:26]=[CH:25][CH:24]=1.C([BH3-])#N.[Na+].[F:34][C:35]([F:47])([F:46])[C:36]1[CH:37]=[C:38]([N:43]=[C:44]=[O:45])[CH:39]=[CH:40][C:41]=1[Cl:42]. (5) Given the product [C:28]1([CH2:27][O:26][C:24](=[O:25])[NH:18][CH2:16][S:8]([C:5]2[CH:6]=[CH:7][C:2]([F:1])=[C:3]([N+:13]([O-:15])=[O:14])[CH:4]=2)(=[O:9])=[O:10])[CH:33]=[CH:32][CH:31]=[CH:30][CH:29]=1, predict the reactants needed to synthesize it. The reactants are: [F:1][C:2]1[CH:7]=[CH:6][C:5]([S:8](NC)(=[O:10])=[O:9])=[CH:4][C:3]=1[N+:13]([O-:15])=[O:14].[CH2:16]([N:18](CC)CC)C.Cl[C:24]([O:26][CH2:27][C:28]1[CH:33]=[CH:32][CH:31]=[CH:30][CH:29]=1)=[O:25].